From a dataset of Catalyst prediction with 721,799 reactions and 888 catalyst types from USPTO. Predict which catalyst facilitates the given reaction. (1) Reactant: [CH2:1]([C:11]12[CH2:17][CH:14]([CH2:15][CH2:16]1)[CH:13]=[CH:12]2)[CH2:2][CH2:3][CH2:4][CH2:5][CH2:6][CH2:7][CH2:8][CH2:9][CH3:10].[CH3:18][O:19][Si:20]([C:25]12[CH2:31][CH:28]([CH2:29][CH2:30]1)[CH:27]=[CH:26]2)([O:23][CH3:24])[O:21][CH3:22]. Product: [CH2:1]([C:11]12[CH2:17][CH:14]([CH2:15][CH2:16]1)[CH:13]=[CH:12]2)[CH2:2][CH2:3][CH2:4][CH2:5][CH2:6][CH2:7][CH2:8][CH2:9][CH3:10].[CH3:18][O:19][Si:20]([C:25]12[CH2:31][CH:28]([CH2:29][CH2:30]1)[CH:27]=[CH:26]2)([O:21][CH3:22])[O:23][CH3:24]. The catalyst class is: 2. (2) Reactant: [CH3:1][O:2][C:3](=[O:24])[CH:4]=[P:5]([C:18]1[CH:23]=[CH:22][CH:21]=[CH:20][CH:19]=1)([C:12]1[CH:17]=[CH:16][CH:15]=[CH:14][CH:13]=1)[C:6]1[CH:11]=[CH:10][CH:9]=[CH:8][CH:7]=1.Br[CH2:26][C:27]([O:29][C:30]([CH3:33])([CH3:32])[CH3:31])=[O:28]. Product: [CH3:1][O:2][C:3](=[O:24])[C:4](=[P:5]([C:6]1[CH:11]=[CH:10][CH:9]=[CH:8][CH:7]=1)([C:18]1[CH:23]=[CH:22][CH:21]=[CH:20][CH:19]=1)[C:12]1[CH:13]=[CH:14][CH:15]=[CH:16][CH:17]=1)[CH2:26][C:27]([O:29][C:30]([CH3:33])([CH3:32])[CH3:31])=[O:28]. The catalyst class is: 2. (3) Reactant: Br[C:2]1[CH:7]=[CH:6][CH:5]=[C:4]([CH3:8])[C:3]=1[F:9].C([Li])CCC.[F:15][CH2:16][C:17](OCC)=[O:18]. Product: [F:15][CH2:16][C:17]([C:2]1[CH:7]=[CH:6][CH:5]=[C:4]([CH3:8])[C:3]=1[F:9])=[O:18]. The catalyst class is: 1. (4) Reactant: [CH2:1]([O:3][C:4]([C:6]1[NH:7][C:8]([CH3:21])=[C:9]([C:12]2[CH:17]=[CH:16][C:15]([C:18]([OH:20])=O)=[CH:14][CH:13]=2)[C:10]=1[CH3:11])=[O:5])[CH3:2].C(Cl)(=O)C(Cl)=O.[CH3:28][O:29][C:30]1[CH:37]=[CH:36][C:33]([CH2:34][NH2:35])=[CH:32][CH:31]=1.C(=O)(O)[O-].[Na+]. Product: [CH2:1]([O:3][C:4]([C:6]1[NH:7][C:8]([CH3:21])=[C:9]([C:12]2[CH:13]=[CH:14][C:15]([C:18](=[O:20])[NH:35][CH2:34][C:33]3[CH:36]=[CH:37][C:30]([O:29][CH3:28])=[CH:31][CH:32]=3)=[CH:16][CH:17]=2)[C:10]=1[CH3:11])=[O:5])[CH3:2]. The catalyst class is: 85. (5) Reactant: [CH2:1]([O:3][C:4]([CH:6]1[C:12]2[NH:13][C:14]3[CH2:15][CH2:16][CH2:17][CH2:18][C:19]=3[C:11]=2[CH2:10][CH2:9][N:8]([C:20](=[O:28])[C:21]2[CH:26]=[CH:25][C:24]([F:27])=[CH:23][CH:22]=2)[CH2:7]1)=[O:5])[CH3:2].ClOC(C)(C)C.O. Product: [CH2:1]([O:3][C:4]([C:6]1[C:12]2[NH:13][C:14]3[CH2:15][CH2:16][CH2:17][CH2:18][C:19]=3[C:11]=2[CH2:10][CH2:9][N:8]([C:20](=[O:28])[C:21]2[CH:26]=[CH:25][C:24]([F:27])=[CH:23][CH:22]=2)[CH:7]=1)=[O:5])[CH3:2]. The catalyst class is: 2. (6) Reactant: Br[C:2]1[CH:3]=[N:4][C:5]([O:8][CH2:9][CH:10]2[CH2:15][CH2:14][N:13]([C:16]([O:18][C:19]([CH3:22])([CH3:21])[CH3:20])=[O:17])[CH2:12][CH2:11]2)=[N:6][CH:7]=1.O1[CH2:28][CH2:27]OCC1.[C:29]([O-:32])([O-])=O.[K+].[K+]. Product: [OH:32][CH2:29][C:28]1[CH:27]=[CH:12][C:11]([C:2]2[CH:3]=[N:4][C:5]([O:8][CH2:9][CH:10]3[CH2:15][CH2:14][N:13]([C:16]([O:18][C:19]([CH3:22])([CH3:21])[CH3:20])=[O:17])[CH2:12][CH2:11]3)=[N:6][CH:7]=2)=[CH:10][CH:9]=1. The catalyst class is: 6. (7) Reactant: [CH2:1]([C:3]1[N:4]=[C:5]([CH2:8][S:9][C:10]2[NH:18][C:17]3[C:16](=[O:19])[N:15]([CH3:20])[C:14](=[O:21])[N:13]([CH3:22])[C:12]=3[N:11]=2)[O:6][CH:7]=1)[CH3:2].Br[CH2:24][C:25]1[CH:30]=[CH:29][CH:28]=[C:27]([O:31][C:32]([F:35])([F:34])[F:33])[CH:26]=1.C(=O)([O-])[O-].[K+].[K+]. Product: [CH2:1]([C:3]1[N:4]=[C:5]([CH2:8][S:9][C:10]2[N:18]([CH2:24][C:25]3[CH:30]=[CH:29][CH:28]=[C:27]([O:31][C:32]([F:33])([F:34])[F:35])[CH:26]=3)[C:17]3[C:16](=[O:19])[N:15]([CH3:20])[C:14](=[O:21])[N:13]([CH3:22])[C:12]=3[N:11]=2)[O:6][CH:7]=1)[CH3:2]. The catalyst class is: 248. (8) Reactant: C(O[BH-](OC(=O)C)OC(=O)C)(=O)C.[Na+].Cl.[F:16][C:17]1[CH:42]=[CH:41][C:20]([C:21]([NH:23][C@H:24]2[C:33]3[C:28](=[CH:29][CH:30]=[C:31]([N:34]4[CH2:39][CH2:38][NH:37][CH2:36][CH2:35]4)[CH:32]=3)[O:27][CH2:26][C@@H:25]2[OH:40])=[O:22])=[CH:19][CH:18]=1.[O:43]1[CH2:46][C:45](=O)[CH2:44]1.C(=O)(O)[O-].[Na+]. Product: [F:16][C:17]1[CH:42]=[CH:41][C:20]([C:21]([NH:23][C@H:24]2[C:33]3[C:28](=[CH:29][CH:30]=[C:31]([N:34]4[CH2:39][CH2:38][N:37]([CH:45]5[CH2:46][O:43][CH2:44]5)[CH2:36][CH2:35]4)[CH:32]=3)[O:27][CH2:26][C@@H:25]2[OH:40])=[O:22])=[CH:19][CH:18]=1. The catalyst class is: 245. (9) Reactant: [OH:1][CH2:2][CH:3]([C:10]1[N:15]=[C:14]([NH:16][C:17]2[S:21][C:20]([C:22]3[CH:23]=[N:24][C:25]([N:28]4[CH2:33][CH2:32][O:31][CH2:30][CH2:29]4)=[CH:26][CH:27]=3)=[N:19][C:18]=2[C:34]([O:36]CC)=[O:35])[CH:13]=[CH:12][CH:11]=1)[N:4]1[CH2:9][CH2:8][O:7][CH2:6][CH2:5]1.CO.[OH-].[K+].Cl. Product: [OH:1][CH2:2][CH:3]([C:10]1[N:15]=[C:14]([NH:16][C:17]2[S:21][C:20]([C:22]3[CH:23]=[N:24][C:25]([N:28]4[CH2:33][CH2:32][O:31][CH2:30][CH2:29]4)=[CH:26][CH:27]=3)=[N:19][C:18]=2[C:34]([OH:36])=[O:35])[CH:13]=[CH:12][CH:11]=1)[N:4]1[CH2:5][CH2:6][O:7][CH2:8][CH2:9]1. The catalyst class is: 107. (10) The catalyst class is: 172. Reactant: [O:1]1[CH2:6][CH2:5][CH2:4][CH2:3][CH:2]1[O:7][CH:8]1[CH:12]2[O:13][CH2:14][CH:15]([OH:16])[CH:11]2[O:10][CH2:9]1.[N+:17]([O:20][C@@H:21]([CH2:28][O:29][N+:30]([O-:32])=[O:31])[CH2:22][CH2:23][CH2:24][C:25](O)=[O:26])([O-:19])=[O:18].CCN=C=NCCCN(C)C. Product: [N+:17]([O:20][C@@H:21]([CH2:28][O:29][N+:30]([O-:32])=[O:31])[CH2:22][CH2:23][CH2:24][C:25]([O:16][C@H:15]1[CH2:14][O:13][C@@H:12]2[C@@H:8]([O:7][CH:2]3[CH2:3][CH2:4][CH2:5][CH2:6][O:1]3)[CH2:9][O:10][C@H:11]12)=[O:26])([O-:19])=[O:18].